From a dataset of Full USPTO retrosynthesis dataset with 1.9M reactions from patents (1976-2016). Predict the reactants needed to synthesize the given product. (1) Given the product [CH3:15][O:14][C:10]1[C:11]([CH3:13])=[CH:12][C:7]([C:5]2[CH2:4][C:3]([C:2]([F:19])([F:18])[F:1])([OH:17])[N:21]([CH3:20])[N:22]=2)=[C:8]([CH3:16])[CH:9]=1.[CH3:15][O:14][C:10]1[C:11]([CH3:13])=[CH:12][C:7]([C:5]2[N:21]([CH3:20])[N:22]=[C:3]([C:2]([F:19])([F:18])[F:1])[CH:4]=2)=[C:8]([CH3:16])[CH:9]=1, predict the reactants needed to synthesize it. The reactants are: [F:1][C:2]([F:19])([F:18])[C:3](=[O:17])[CH2:4][C:5]([C:7]1[CH:12]=[C:11]([CH3:13])[C:10]([O:14][CH3:15])=[CH:9][C:8]=1[CH3:16])=O.[CH3:20][NH:21][NH2:22]. (2) Given the product [CH3:22][N:13]([S:14]([C:17]1[S:18][CH:19]=[CH:20][CH:21]=1)(=[O:15])=[O:16])[C:11]1[CH:10]=[C:9]([O:23][C:24]([F:26])([F:27])[F:25])[CH:8]=[C:7]2[C:12]=1[NH:4][C:5]([C:28]([OH:30])=[O:29])=[CH:6]2, predict the reactants needed to synthesize it. The reactants are: COC[N:4]1[C:12]2[C:7](=[CH:8][C:9]([O:23][C:24]([F:27])([F:26])[F:25])=[CH:10][C:11]=2[N:13]([CH3:22])[S:14]([C:17]2[S:18][CH:19]=[CH:20][CH:21]=2)(=[O:16])=[O:15])[CH:6]=[C:5]1[C:28]([O:30]CC)=[O:29].Cl.O1CCCC1. (3) The reactants are: C(O[C:6](=O)[N:7](C)[C@@H:8]([C:20](=[O:39])[N:21]([CH3:38])[C@@H:22]([C:30](=[O:37])[NH:31][CH2:32][C:33]([F:36])([F:35])[F:34])[CH2:23][C:24]1[CH:29]=[CH:28][CH:27]=[CH:26][CH:25]=1)[CH2:9][C:10]1[CH:19]=[CH:18][C:17]2[C:12](=[CH:13][CH:14]=[CH:15][CH:16]=2)[CH:11]=1)(C)(C)C.FC(F)(F)C(O)=O.C(=O)([O-])O.[Na+].O. Given the product [CH3:6][NH:7][C@H:8]([CH2:9][C:10]1[CH:19]=[CH:18][C:17]2[C:12](=[CH:13][CH:14]=[CH:15][CH:16]=2)[CH:11]=1)[C:20]([N:21]([CH3:38])[C@@H:22]([C:30](=[O:37])[NH:31][CH2:32][C:33]([F:34])([F:35])[F:36])[CH2:23][C:24]1[CH:25]=[CH:26][CH:27]=[CH:28][CH:29]=1)=[O:39], predict the reactants needed to synthesize it. (4) Given the product [C:16]([O:15][C:13](=[O:14])[NH:12][CH2:11][C:7]1[CH:8]=[CH:9][CH:10]=[C:2]2[C:3]=1[C:4](=[O:6])[N:30]([CH:31]1[CH2:36][CH2:35][C:34](=[O:37])[NH:33][C:32]1=[O:38])[C:23]([CH3:24])=[N:1]2)([CH3:19])([CH3:18])[CH3:17], predict the reactants needed to synthesize it. The reactants are: [NH2:1][C:2]1[CH:10]=[CH:9][CH:8]=[C:7]([CH2:11][NH:12][C:13]([O:15][C:16]([CH3:19])([CH3:18])[CH3:17])=[O:14])[C:3]=1[C:4]([OH:6])=O.N1[CH:24]=[CH:23]N=C1.C(Cl)(=O)C.Cl.[NH2:30][CH:31]1[CH2:36][CH2:35][C:34](=[O:37])[NH:33][C:32]1=[O:38].P(OC1C=CC=CC=1)(OC1C=CC=CC=1)OC1C=CC=CC=1. (5) Given the product [CH3:1][C:2]1[CH:11]=[CH:10][C:9]2[C:8]([NH:12][C:13]3[CH:18]=[CH:17][CH:16]=[C:15]([C:19]([F:22])([F:20])[F:21])[CH:14]=3)=[N:7][CH:6]=[CH:5][C:4]=2[C:3]=1[NH2:23], predict the reactants needed to synthesize it. The reactants are: [CH3:1][C:2]1[C:3]([N+:23]([O-])=O)=[C:4]2[C:9](=[CH:10][CH:11]=1)[C:8]([NH:12][C:13]1[CH:18]=[CH:17][CH:16]=[C:15]([C:19]([F:22])([F:21])[F:20])[CH:14]=1)=[N:7][CH:6]=[CH:5]2.C(O)C.[Sn](Cl)(Cl)(Cl)Cl. (6) Given the product [CH3:32][O:31][C:29](=[O:30])[CH2:28][CH2:27][C:24]1[CH:25]=[CH:26][C:21]([O:20][C:17]2[CH:18]=[CH:19][C:14]([CH2:13][CH:9]([NH:8][C:6]([O:5][C:1]([CH3:3])([CH3:4])[CH3:2])=[O:7])[C:10]([N:67]3[CH2:72][CH2:71][O:70][CH2:69][CH2:68]3)=[O:12])=[CH:15][CH:16]=2)=[CH:22][CH:23]=1, predict the reactants needed to synthesize it. The reactants are: [C:1]([O:5][C:6]([NH:8][CH:9]([CH2:13][C:14]1[CH:19]=[CH:18][C:17]([O:20][C:21]2[CH:26]=[CH:25][C:24]([CH2:27][CH2:28][C:29]([O:31][CH3:32])=[O:30])=[CH:23][CH:22]=2)=[CH:16][CH:15]=1)[C:10]([OH:12])=O)=[O:7])([CH3:4])([CH3:3])[CH3:2].C(N(CC)CC)C.CN([P+](ON1N=NC2C=CC=CC1=2)(N(C)C)N(C)C)C.F[P-](F)(F)(F)(F)F.[NH:67]1[CH2:72][CH2:71][O:70][CH2:69][CH2:68]1. (7) Given the product [CH2:14]([N:11]1[C:6]2=[N:7][C:8]([CH2:9][CH3:10])=[C:3]([CH2:2][O:41][CH2:40][C:36]3[CH:35]=[C:34]([CH:39]=[CH:38][CH:37]=3)[C:32]([NH:31][CH2:30][C:27]3[CH:26]=[C:25]([C:42]4[CH:47]=[CH:46][CH:45]=[C:44]([CH2:48][N:49]5[CH2:54][CH2:53][NH:52][CH2:51][CH2:50]5)[CH:43]=4)[C:24]([F:23])=[CH:29][CH:28]=3)=[O:33])[C:4]([NH:16][CH:17]3[CH2:22][CH2:21][O:20][CH2:19][CH2:18]3)=[C:5]2[CH:13]=[N:12]1)[CH3:15], predict the reactants needed to synthesize it. The reactants are: Cl[CH2:2][C:3]1[C:8]([CH2:9][CH3:10])=[N:7][C:6]2[N:11]([CH2:14][CH3:15])[N:12]=[CH:13][C:5]=2[C:4]=1[NH:16][CH:17]1[CH2:22][CH2:21][O:20][CH2:19][CH2:18]1.[F:23][C:24]1[CH:29]=[CH:28][C:27]([CH2:30][NH:31][C:32]([C:34]2[CH:39]=[CH:38][CH:37]=[C:36]([CH2:40][OH:41])[CH:35]=2)=[O:33])=[CH:26][C:25]=1[C:42]1[CH:47]=[CH:46][CH:45]=[C:44]([CH2:48][N:49]2[CH2:54][CH2:53][N:52](C(OC(C)(C)C)=O)[CH2:51][CH2:50]2)[CH:43]=1.